From a dataset of Reaction yield outcomes from USPTO patents with 853,638 reactions. Predict the reaction yield, written as a fraction of the theoretical maximum amount of product (1.0 means a 100% yield; for example, 0.34 means a 34% yield). (1) The catalyst is C(Cl)Cl. The yield is 0.750. The product is [O:7]=[C:6]1[N:5]([S:2]([NH:33][C:28]2[CH:29]=[CH:30][CH:31]=[CH:32][C:27]=2[CH2:26][NH:25][C:24](=[O:34])[O:23][C:19]([CH3:22])([CH3:21])[CH3:20])(=[O:4])=[O:3])[CH2:10][CH2:9][O:11]1. The reactants are Cl[S:2]([N:5]=[C:6]=[O:7])(=[O:4])=[O:3].Br[CH:9]([OH:11])[CH3:10].C(N(CC)CC)C.[C:19]([O:23][C:24](=[O:34])[NH:25][CH2:26][C:27]1[CH:32]=[CH:31][CH:30]=[CH:29][C:28]=1[NH2:33])([CH3:22])([CH3:21])[CH3:20]. (2) The reactants are [C:1]([C:3]1[CH:8]=[CH:7][C:6]([C:9]2(O)[CH2:14][CH2:13][N:12]([C:15]([O:17][C:18]([CH3:21])([CH3:20])[CH3:19])=[O:16])[CH2:11][CH2:10]2)=[CH:5][CH:4]=1)#[N:2].COCCN(S(F)(F)[F:33])CCOC. The catalyst is ClCCl. The product is [C:1]([C:3]1[CH:8]=[CH:7][C:6]([C:9]2([F:33])[CH2:14][CH2:13][N:12]([C:15]([O:17][C:18]([CH3:21])([CH3:20])[CH3:19])=[O:16])[CH2:11][CH2:10]2)=[CH:5][CH:4]=1)#[N:2]. The yield is 0.350. (3) The reactants are B([C:4]1[CH:12]=[CH:11][C:7]([C:8]([OH:10])=[O:9])=[CH:6][CH:5]=1)(O)O.[O-]P([O-])([O-])=O.[K+].[K+].[K+].Cl[C:22]1[CH:23]=[CH:24][C:25]2[N:26]([CH:28]=[CH:29][N:30]=2)[N:27]=1. The catalyst is O1CCOCC1.O.O.C1C=CC([P]([Pd]([P](C2C=CC=CC=2)(C2C=CC=CC=2)C2C=CC=CC=2)([P](C2C=CC=CC=2)(C2C=CC=CC=2)C2C=CC=CC=2)[P](C2C=CC=CC=2)(C2C=CC=CC=2)C2C=CC=CC=2)(C2C=CC=CC=2)C2C=CC=CC=2)=CC=1. The product is [N:30]1[CH:29]=[CH:28][N:26]2[C:25]=1[CH:24]=[CH:23][C:22]([C:4]1[CH:12]=[CH:11][C:7]([C:8]([OH:10])=[O:9])=[CH:6][CH:5]=1)=[N:27]2. The yield is 0.570. (4) The catalyst is C(Cl)Cl. The yield is 0.720. The reactants are [Cl:1][C:2]1[C:10]([C:11]#[N:12])=[CH:9][CH:8]=[C:7]2[C:3]=1[CH:4]=[C:5]([C:18]([NH2:20])=O)[N:6]2[CH2:13][C:14]([F:17])([F:16])[F:15].N1C=CC=CC=1.C(OC(C(F)(F)F)=O)(C(F)(F)F)=O. The product is [Cl:1][C:2]1[C:10]([C:11]#[N:12])=[CH:9][CH:8]=[C:7]2[C:3]=1[CH:4]=[C:5]([C:18]#[N:20])[N:6]2[CH2:13][C:14]([F:16])([F:17])[F:15]. (5) The reactants are [OH:1][C:2]1[CH:7]=[CH:6][CH:5]=[CH:4][C:3]=1[NH:8][C:9]1[O:10][CH2:11][C:12](=[O:19])[C:13]=1[C:14]([O:16][CH2:17][CH3:18])=[O:15].[NH:20]1[C:28]2[C:23](=[CH:24][CH:25]=[CH:26][N:27]=2)[C:22]([CH:29]=O)=[CH:21]1.N1CCCCC1. The catalyst is C(O)C. The product is [NH:20]1[C:28]2=[N:27][CH:26]=[CH:25][CH:24]=[C:23]2[C:22]([CH:29]=[C:11]2[O:10][C:9]([NH:8][C:3]3[CH:4]=[CH:5][CH:6]=[CH:7][C:2]=3[OH:1])=[C:13]([C:14]([O:16][CH2:17][CH3:18])=[O:15])[C:12]2=[O:19])=[CH:21]1. The yield is 0.110. (6) The reactants are [NH2:1][CH2:2][CH:3]1[CH2:16][C:15]2[C:6](=[C:7]([NH2:18])[C:8]3[C:13]([N:14]=2)=[CH:12][C:11]([Cl:17])=[CH:10][CH:9]=3)[CH2:5][CH2:4]1.[S:19]1[CH2:23][CH2:22][CH:21]([CH2:24][C:25](O)=[O:26])[S:20]1.C1[C@@H](CC(O)=O)SSC1.Cl.CN(C)CCCN=C=NCC. The catalyst is CN(C=O)C. The product is [NH2:18][C:7]1[C:8]2[C:13]([N:14]=[C:15]3[C:6]=1[CH2:5][CH2:4][CH:3]([CH2:2][NH:1][C:25](=[O:26])[CH2:24][CH:21]1[CH2:22][CH2:23][S:19][S:20]1)[CH2:16]3)=[CH:12][C:11]([Cl:17])=[CH:10][CH:9]=2. The yield is 0.400.